This data is from Peptide-MHC class I binding affinity with 185,985 pairs from IEDB/IMGT. The task is: Regression. Given a peptide amino acid sequence and an MHC pseudo amino acid sequence, predict their binding affinity value. This is MHC class I binding data. (1) The peptide sequence is NAICSAVPSH. The MHC is HLA-A30:01 with pseudo-sequence HLA-A30:01. The binding affinity (normalized) is 0.189. (2) The peptide sequence is VPPQYKEKFM. The MHC is Mamu-A01 with pseudo-sequence Mamu-A01. The binding affinity (normalized) is 0.353. (3) The peptide sequence is ITTFIPISA. The MHC is HLA-A02:02 with pseudo-sequence HLA-A02:02. The binding affinity (normalized) is 0.214. (4) The peptide sequence is GEKSRCYSIY. The MHC is HLA-A32:01 with pseudo-sequence HLA-A32:01. The binding affinity (normalized) is 0.